This data is from Catalyst prediction with 721,799 reactions and 888 catalyst types from USPTO. The task is: Predict which catalyst facilitates the given reaction. Reactant: [Br:1][C:2]1[CH:15]=[CH:14][CH:13]=[C:12]2[C:3]=1[O:4][C:5]1[CH:6]=[CH:7][C:8]([CH2:16]O)=[CH:9][C:10]=1[CH2:11]2.C(Br)(Br)(Br)[Br:19].C1(P(C2C=CC=CC=2)C2C=CC=CC=2)C=CC=CC=1. Product: [Br:1][C:2]1[CH:15]=[CH:14][CH:13]=[C:12]2[C:3]=1[O:4][C:5]1[CH:6]=[CH:7][C:8]([CH2:16][Br:19])=[CH:9][C:10]=1[CH2:11]2. The catalyst class is: 4.